From a dataset of Peptide-MHC class I binding affinity with 185,985 pairs from IEDB/IMGT. Regression. Given a peptide amino acid sequence and an MHC pseudo amino acid sequence, predict their binding affinity value. This is MHC class I binding data. (1) The peptide sequence is YLVLINCNS. The MHC is HLA-A02:01 with pseudo-sequence HLA-A02:01. The binding affinity (normalized) is 0.290. (2) The peptide sequence is ILFILFFAYV. The MHC is HLA-A68:02 with pseudo-sequence HLA-A68:02. The binding affinity (normalized) is 0.467.